This data is from Forward reaction prediction with 1.9M reactions from USPTO patents (1976-2016). The task is: Predict the product of the given reaction. (1) Given the reactants [H-].COCCO[Al+]OCCOC.[Na+].[H-].[CH2:15]([N:22]1[C:27]([CH2:29][OH:30])([CH3:28])[CH2:26][O:25][CH2:24][C:23]1=O)[C:16]1[CH:21]=[CH:20][CH:19]=[CH:18][CH:17]=1.C(O)C.[OH-].[Na+], predict the reaction product. The product is: [CH2:15]([N:22]1[CH2:23][CH2:24][O:25][CH2:26][C:27]1([CH2:29][OH:30])[CH3:28])[C:16]1[CH:17]=[CH:18][CH:19]=[CH:20][CH:21]=1. (2) Given the reactants [CH2:1]([O:3][P:4]([CH2:9][C:10]1[CH:15]=[CH:14][C:13]([NH:16][C:17]2[N:22]=[C:21](Cl)[C:20]([C:24]([F:27])([F:26])[F:25])=[CH:19][N:18]=2)=[C:12]([O:28][CH3:29])[CH:11]=1)(=[O:8])[O:5][CH2:6][CH3:7])[CH3:2].[C:30]([N:33]1[CH2:38][CH2:37][N:36]([CH:39]2[CH2:44][CH2:43][CH:42]([C:45]3[CH:53]=[CH:52][C:51]([NH2:54])=[C:50]4[C:46]=3[CH2:47][N:48]([CH3:56])[C:49]4=[O:55])[CH2:41][CH2:40]2)[CH2:35][CH2:34]1)(=[O:32])[CH3:31], predict the reaction product. The product is: [CH2:1]([O:3][P:4]([CH2:9][C:10]1[CH:15]=[CH:14][C:13]([NH:16][C:17]2[N:22]=[C:21]([NH:54][C:51]3[CH:52]=[CH:53][C:45]([C@H:42]4[CH2:43][CH2:44][C@H:39]([N:36]5[CH2:35][CH2:34][N:33]([C:30](=[O:32])[CH3:31])[CH2:38][CH2:37]5)[CH2:40][CH2:41]4)=[C:46]4[C:50]=3[C:49](=[O:55])[N:48]([CH3:56])[CH2:47]4)[C:20]([C:24]([F:27])([F:26])[F:25])=[CH:19][N:18]=2)=[C:12]([O:28][CH3:29])[CH:11]=1)(=[O:8])[O:5][CH2:6][CH3:7])[CH3:2]. (3) Given the reactants [C:1]1([C:7]2[NH:8][C:9](=O)[S:10][CH:11]=2)[CH:6]=[CH:5][CH:4]=[CH:3][CH:2]=1.O=P(Cl)(Cl)[Cl:15], predict the reaction product. The product is: [Cl:15][C:9]1[S:10][CH:11]=[C:7]([C:1]2[CH:6]=[CH:5][CH:4]=[CH:3][CH:2]=2)[N:8]=1. (4) Given the reactants [NH2:1][C:2]1[CH2:7][CH2:6][CH2:5][C:4](=[O:8])[CH:3]=1.[CH:9](=O)[CH2:10][C:11]#[CH:12], predict the reaction product. The product is: [CH3:12][C:11]1[CH:10]=[CH:9][C:3]2[C:4](=[O:8])[CH2:5][CH2:6][CH2:7][C:2]=2[N:1]=1. (5) Given the reactants O=[C:2]1[CH2:7][CH2:6][N:5]([C:8]2[CH:13]=[CH:12][C:11]([NH:14][S:15]([C:18]3[CH:23]=[CH:22][C:21]([NH:24][C:25](=[O:27])[CH3:26])=[CH:20][CH:19]=3)(=[O:17])=[O:16])=[CH:10][CH:9]=2)[CH2:4][CH2:3]1.[NH2:28][CH2:29][CH:30]([C:32]1[CH:37]=[CH:36][C:35]([OH:38])=[CH:34][C:33]=1[OH:39])[OH:31], predict the reaction product. The product is: [OH:39][C:33]1[CH:34]=[C:35]([OH:38])[CH:36]=[CH:37][C:32]=1[CH:30]([OH:31])[CH2:29][NH:28][CH:2]1[CH2:3][CH2:4][N:5]([C:8]2[CH:9]=[CH:10][C:11]([NH:14][S:15]([C:18]3[CH:23]=[CH:22][C:21]([NH:24][C:25](=[O:27])[CH3:26])=[CH:20][CH:19]=3)(=[O:16])=[O:17])=[CH:12][CH:13]=2)[CH2:6][CH2:7]1. (6) Given the reactants [NH2:1][C:2]1[C:7]([C:8]#[N:9])=[CH:6][CH:5]=[CH:4][N:3]=1.[C:10]([N:18]=[C:19]=[O:20])(=[O:17])[C:11]1[CH:16]=[CH:15][CH:14]=[CH:13][CH:12]=1, predict the reaction product. The product is: [C:8]([C:7]1[C:2]([NH:1][C:19]([NH:18][C:10](=[O:17])[C:11]2[CH:12]=[CH:13][CH:14]=[CH:15][CH:16]=2)=[O:20])=[N:3][CH:4]=[CH:5][CH:6]=1)#[N:9].